The task is: Regression. Given a target protein amino acid sequence and a drug SMILES string, predict the binding affinity score between them. We predict pIC50 (pIC50 = -log10(IC50 in M); higher means more potent). Dataset: bindingdb_ic50.. This data is from Drug-target binding data from BindingDB using IC50 measurements. (1) The small molecule is O=C(NCCCN1CCCC1)c1ccc(C(=O)N2CCC(N3CCCC3)CC2)cc1. The target protein (Q12888) has sequence MDPTGSQLDSDFSQQDTPCLIIEDSQPESQVLEDDSGSHFSMLSRHLPNLQTHKENPVLDVVSNPEQTAGEERGDGNSGFNEHLKENKVADPVDSSNLDTCGSISQVIEQLPQPNRTSSVLGMSVESAPAVEEEKGEELEQKEKEKEEDTSGNTTHSLGAEDTASSQLGFGVLELSQSQDVEENTVPYEVDKEQLQSVTTNSGYTRLSDVDANTAIKHEEQSNEDIPIAEQSSKDIPVTAQPSKDVHVVKEQNPPPARSEDMPFSPKASVAAMEAKEQLSAQELMESGLQIQKSPEPEVLSTQEDLFDQSNKTVSSDGCSTPSREEGGCSLASTPATTLHLLQLSGQRSLVQDSLSTNSSDLVAPSPDAFRSTPFIVPSSPTEQEGRQDKPMDTSVLSEEGGEPFQKKLQSGEPVELENPPLLPESTVSPQASTPISQSTPVFPPGSLPIPSQPQFSHDIFIPSPSLEEQSNDGKKDGDMHSSSLTVECSKTSEIEPKNS.... The pIC50 is 5.0. (2) The drug is CCOC(=O)c1cc2nc(Nc3ccc(OC)cc3)sc2s1. The target protein sequence is MDREPVTVRSYANIAIIKYWGKKKEKEMVPATSSISLTLENMYTETTLSPLPANVTADEFYINGQLQNEVEHAKMSKIIDRYRPAGEGFVRIDTQNNMPTAAGLSSSSSGLSALVKACNAYFKLGLDRSQLAQEAKFASGSSSRSFYGPLGAWDKDSGEIYPVETDLKLAMIMLVLEDKKKPISSRDGMKLCVETSTTFDDWVRQSEKDYQDMLIYLKENDFAKIGELTEKNALAMHATTKTASPAFSYLTDASYEAMDFVRQLREKGEACYFTMDAGPNVKVFCQEKDLEHLSEIFGQRYRLIVSKTKDLSQDDCC. The pIC50 is 4.3. (3) The drug is CO[C@H]1O[C@H](CO)[C@@H](N[C@H]2C=C(CO)[C@@H](O)[C@H](O)[C@H]2O)[C@H](O)[C@H]1O. The target protein (O43451) has sequence MARKKLKKFTTLEIVLSVLLLVLFIISIVLIVLLAKESLKSTAPDPGTTGTPDPGTTGTPDPGTTGTTHARTTGPPDPGTTGTTPVSAECPVVNELERINCIPDQPPTKATCDQRGCCWNPQGAVSVPWCYYSKNHSYHVEGNLVNTNAGFTARLKNLPSSPVFGSNVDNVLLTAEYQTSNRFHFKLTDQTNNRFEVPHEHVQSFSGNAAASLTYQVEISRQPFSIKVTRRSNNRVLFDSSIGPLLFADQFLQLSTRLPSTNVYGLGEHVHQQYRHDMNWKTWPIFNRDTTPNGNGTNLYGAQTFFLCLEDASGLSFGVFLMNSNAMEVVLQPAPAITYRTIGGILDFYVFLGNTPEQVVQEYLELIGRPALPSYWALGFHLSRYEYGTLDNMREVVERNRAAQLPYDVQHADIDYMDERRDFTYDSVDFKGFPEFVNELHNNGQKLVIIVDPAISNNSSSSKPYGPYDRGSDMKIWVNSSDGVTPLIGEVWPGQTVFPD.... The pIC50 is 5.1.